Task: Predict the product of the given reaction.. Dataset: Forward reaction prediction with 1.9M reactions from USPTO patents (1976-2016) (1) Given the reactants CC[O:3][C:4]([CH:6]1[CH2:11][N:10]([C:12]([O:14][C:15]([CH3:18])([CH3:17])[CH3:16])=[O:13])[C:9]2[CH:19]=[C:20]([Cl:24])[C:21]([Cl:23])=[CH:22][C:8]=2[O:7]1)=[O:5].O[Li].O, predict the reaction product. The product is: [C:15]([O:14][C:12]([N:10]1[C:9]2[CH:19]=[C:20]([Cl:24])[C:21]([Cl:23])=[CH:22][C:8]=2[O:7][CH:6]([C:4]([OH:5])=[O:3])[CH2:11]1)=[O:13])([CH3:18])([CH3:16])[CH3:17]. (2) Given the reactants [NH2:1][C:2]1[CH:10]=[C:9]([F:11])[CH:8]=[CH:7][C:3]=1[C:4]([OH:6])=[O:5].CN(C=O)C.[Cl:17]N1C(=O)CCC1=O, predict the reaction product. The product is: [NH2:1][C:2]1[CH:10]=[C:9]([F:11])[C:8]([Cl:17])=[CH:7][C:3]=1[C:4]([OH:6])=[O:5]. (3) Given the reactants [Cl:1][C:2]1[CH:7]=[C:6]([Cl:8])[CH:5]=[CH:4][C:3]=1[C:9]1[N:10]=[C:11]([CH2:16][C:17]2[CH:22]=[CH:21][C:20]([C:23]3[CH:28]=[CH:27][C:26]([OH:29])=[CH:25][CH:24]=3)=[CH:19][CH:18]=2)[N:12]([CH2:14][CH3:15])[CH:13]=1.Br[CH2:31][C:32]([O:34]C)=[O:33], predict the reaction product. The product is: [Cl:1][C:2]1[CH:7]=[C:6]([Cl:8])[CH:5]=[CH:4][C:3]=1[C:9]1[N:10]=[C:11]([CH2:16][C:17]2[CH:22]=[CH:21][C:20]([C:23]3[CH:24]=[CH:25][C:26]([O:29][CH2:31][C:32]([OH:34])=[O:33])=[CH:27][CH:28]=3)=[CH:19][CH:18]=2)[N:12]([CH2:14][CH3:15])[CH:13]=1. (4) Given the reactants [OH:1][CH:2]([C:13]1[CH:18]=[CH:17][CH:16]=[CH:15][CH:14]=1)[CH2:3][O:4][C:5]1[CH:12]=[CH:11][C:8]([CH:9]=O)=[CH:7][CH:6]=1.[S:19]1[CH2:23][C:22](=[O:24])[NH:21][C:20]1=[O:25].N1CCCCC1, predict the reaction product. The product is: [OH:1][CH:2]([C:13]1[CH:18]=[CH:17][CH:16]=[CH:15][CH:14]=1)[CH2:3][O:4][C:5]1[CH:12]=[CH:11][C:8]([CH:9]=[C:23]2[S:19][C:20](=[O:25])[NH:21][C:22]2=[O:24])=[CH:7][CH:6]=1. (5) Given the reactants [C:1]([NH:4][C:5]1[C:6]([CH3:22])=[C:7]2[C:11](=[CH:12][CH:13]=1)[C:10](=O)[CH:9]([CH2:15][C:16]1[CH:21]=[CH:20][CH:19]=[CH:18][CH:17]=1)[CH2:8]2)(=[O:3])[CH3:2].[CH:23]([C:25]([CH3:27])=[O:26])=[CH2:24].C[O-].[Na+], predict the reaction product. The product is: [C:1]([NH:4][C:5]1[C:6]([CH3:22])=[C:7]2[C:11]([C:24]3[C:9]([CH2:15][C:16]4[CH:17]=[CH:18][CH:19]=[CH:20][CH:21]=4)([CH2:8]2)[CH2:10][CH2:27][C:25](=[O:26])[CH:23]=3)=[CH:12][CH:13]=1)(=[O:3])[CH3:2]. (6) Given the reactants [F:1][C:2]1[CH:7]=[CH:6][C:5]([C:8]2[O:12][N:11]=[C:10]([CH2:13][CH2:14][NH:15][C:16](=[O:28])[C:17]3[CH:22]=[CH:21][CH:20]=[CH:19][C:18]=3[N:23]3[N:27]=[CH:26][CH:25]=[N:24]3)[N:9]=2)=[CH:4][CH:3]=1.[CH3:29]I, predict the reaction product. The product is: [F:1][C:2]1[CH:7]=[CH:6][C:5]([C:8]2[O:12][N:11]=[C:10]([CH2:13][CH2:14][N:15]([CH3:29])[C:16](=[O:28])[C:17]3[CH:22]=[CH:21][CH:20]=[CH:19][C:18]=3[N:23]3[N:27]=[CH:26][CH:25]=[N:24]3)[N:9]=2)=[CH:4][CH:3]=1. (7) Given the reactants [CH2:1]([C:3]1[C:11]2[C:6](=[N:7][CH:8]=[CH:9][C:10]=2[O:12][C:13]2[CH:18]=[CH:17][C:16]([NH:19]C(=O)C)=[CH:15][C:14]=2[F:23])[N:5](S(C2C=CC(C)=CC=2)(=O)=O)[CH:4]=1)[CH3:2].[OH-].[Na+], predict the reaction product. The product is: [CH2:1]([C:3]1[C:11]2[C:6](=[N:7][CH:8]=[CH:9][C:10]=2[O:12][C:13]2[CH:18]=[CH:17][C:16]([NH2:19])=[CH:15][C:14]=2[F:23])[NH:5][CH:4]=1)[CH3:2].